This data is from Forward reaction prediction with 1.9M reactions from USPTO patents (1976-2016). The task is: Predict the product of the given reaction. Given the reactants Cl[C:2]1[CH:11]=[C:10]([Cl:12])[C:9]2[C:4](=[C:5]([CH3:15])[C:6]([O:13][CH3:14])=[CH:7][CH:8]=2)[N:3]=1.[CH2:16]([N:18]1[CH:22]=[C:21](B2OC(C)(C)C(C)(C)O2)[CH:20]=[N:19]1)[CH3:17].C(=O)([O-])[O-].[K+].[K+], predict the reaction product. The product is: [Cl:12][C:10]1[C:9]2[C:4](=[C:5]([CH3:15])[C:6]([O:13][CH3:14])=[CH:7][CH:8]=2)[N:3]=[C:2]([C:21]2[CH:20]=[N:19][N:18]([CH2:16][CH3:17])[CH:22]=2)[CH:11]=1.